Dataset: Catalyst prediction with 721,799 reactions and 888 catalyst types from USPTO. Task: Predict which catalyst facilitates the given reaction. (1) Reactant: Br[C:2]1[C:3]([C:14]([NH:16][CH:17]2[CH2:21][CH2:20][CH2:19][CH2:18]2)=[O:15])=[N:4][O:5][C:6]=1[C:7]1[CH:12]=[CH:11][C:10]([Cl:13])=[CH:9][CH:8]=1.[CH:22]1(B(O)O)[CH2:24][CH2:23]1.C1(P(C2CCCCC2)C2CCCCC2)CCCCC1.P([O-])([O-])([O-])=O.[K+].[K+].[K+]. Product: [Cl:13][C:10]1[CH:11]=[CH:12][C:7]([C:6]2[O:5][N:4]=[C:3]([C:14]([NH:16][CH:17]3[CH2:21][CH2:20][CH2:19][CH2:18]3)=[O:15])[C:2]=2[CH:22]2[CH2:24][CH2:23]2)=[CH:8][CH:9]=1. The catalyst class is: 164. (2) Reactant: [CH2:1]([N:3](CC)C(C)C)C.Cl.N1C=[CH:14][CH:13]=[CH:12][C:11]=1[C:16]1[N:21]=[CH:20][C:19]([C:22]([OH:24])=O)=[CH:18][N:17]=1.[CH3:25][S:26]([C:29]1[CH:30]=[C:31]2[C:35](=[CH:36][CH:37]=1)[N:34]([NH2:38])[CH:33]=[CH:32]2)(=[O:28])=[O:27].CN(C(ON1N=NC2C=CC=CC1=2)=[N+](C)C)C.[B-](F)(F)(F)F. Product: [CH3:25][S:26]([C:29]1[CH:30]=[C:31]2[C:35](=[CH:36][CH:37]=1)[N:34]([NH:38][C:22]([C:19]1[CH:20]=[N:21][C:16]([C:11]3[CH:1]=[N:3][CH:14]=[CH:13][CH:12]=3)=[N:17][CH:18]=1)=[O:24])[CH:33]=[CH:32]2)(=[O:28])=[O:27]. The catalyst class is: 3. (3) Reactant: [C:1]([C:4]1[C:9]([C:10]2[CH:15]=[CH:14][CH:13]=[C:12]([Cl:16])[CH:11]=2)=[N:8][N:7]([CH2:17][CH3:18])[C:6](=[O:19])[C:5]=1[N+:20]([O-])=O)(=[O:3])[CH3:2].N[C:24]1[CH:33]=[CH:32][CH:31]=[C:30]2[C:25]=1[CH:26]=[CH:27][CH:28]=[N:29]2. Product: [C:1]([C:4]1[C:9]([C:10]2[CH:15]=[CH:14][CH:13]=[C:12]([Cl:16])[CH:11]=2)=[N:8][N:7]([CH2:17][CH3:18])[C:6](=[O:19])[C:5]=1[NH:20][C:24]1[CH:33]=[CH:32][CH:31]=[C:30]2[C:25]=1[CH:26]=[CH:27][CH:28]=[N:29]2)(=[O:3])[CH3:2]. The catalyst class is: 8. (4) Reactant: Cl[C:2]1[N:10]=[C:9]2[C:5]([NH:6][CH:7]=[N:8]2)=[C:4]([NH2:11])[N:3]=1.[CH3:12][O-:13].[Na+].CO.Cl. Product: [CH3:12][O:13][C:2]1[N:10]=[C:9]2[C:5]([NH:6][CH:7]=[N:8]2)=[C:4]([NH2:11])[N:3]=1. The catalyst class is: 6. (5) Reactant: [N+:1]([C:4]1[C:13]2[CH2:12][CH2:11][CH2:10][CH2:9][C:8]=2[CH:7]=[CH:6][C:5]=1[NH:14][C:15](=O)C)([O-:3])=[O:2].Cl.IC. Product: [CH3:15][NH:14][C:5]1[CH:6]=[CH:7][C:8]2[CH2:9][CH2:10][CH2:11][CH2:12][C:13]=2[C:4]=1[N+:1]([O-:3])=[O:2]. The catalyst class is: 5. (6) Reactant: Cl.[C@@H:2]1([NH2:6])[CH2:4][C@@H:3]1[NH2:5].[Cl:7][C:8]1[CH:9]=[C:10]2[C:14](=[CH:15][CH:16]=1)[NH:13][C:12]([C:17](O)=[O:18])=[CH:11]2.O.ON1C2C=CC=CC=2N=N1.Cl.CN(C)CCCN=C=NCC.C(N(C(C)C)CC)(C)C. Product: [NH2:5][C@H:3]1[CH2:4][C@H:2]1[NH:6][C:17]([C:12]1[NH:13][C:14]2[C:10]([CH:11]=1)=[CH:9][C:8]([Cl:7])=[CH:16][CH:15]=2)=[O:18]. The catalyst class is: 9. (7) Reactant: [CH3:1][NH:2][CH2:3][C:4]([O:6][C@H:7]([CH3:44])[CH2:8][N:9]1[C:13]([CH3:14])=[C:12]([C:15](=[O:36])[NH:16][C:17]2[CH:22]=[CH:21][C:20]([O:23][C:24]3[C:33]4[C:28](=[CH:29][C:30]([O:34][CH3:35])=[CH:31][CH:32]=4)[N:27]=[CH:26][CH:25]=3)=[CH:19][N:18]=2)[C:11](=[O:37])[N:10]1[C:38]1[CH:43]=[CH:42][CH:41]=[CH:40][CH:39]=1)=[O:5].[ClH:45]. Product: [ClH:45].[CH3:1][NH:2][CH2:3][C:4]([O:6][C@H:7]([CH3:44])[CH2:8][N:9]1[C:13]([CH3:14])=[C:12]([C:15](=[O:36])[NH:16][C:17]2[CH:22]=[CH:21][C:20]([O:23][C:24]3[C:33]4[C:28](=[CH:29][C:30]([O:34][CH3:35])=[CH:31][CH:32]=4)[N:27]=[CH:26][CH:25]=3)=[CH:19][N:18]=2)[C:11](=[O:37])[N:10]1[C:38]1[CH:39]=[CH:40][CH:41]=[CH:42][CH:43]=1)=[O:5]. The catalyst class is: 25. (8) Reactant: [N+:1]([C:4]1[CH:9]=[CH:8][C:7]([N:10]2[CH2:15][CH2:14][NH:13][CH2:12][CH2:11]2)=[CH:6][CH:5]=1)([O-:3])=[O:2].[H-].[Na+].[CH3:18]I. Product: [CH3:18][N:13]1[CH2:14][CH2:15][N:10]([C:7]2[CH:6]=[CH:5][C:4]([N+:1]([O-:3])=[O:2])=[CH:9][CH:8]=2)[CH2:11][CH2:12]1. The catalyst class is: 9.